Dataset: NCI-60 drug combinations with 297,098 pairs across 59 cell lines. Task: Regression. Given two drug SMILES strings and cell line genomic features, predict the synergy score measuring deviation from expected non-interaction effect. Drug 1: CC1=CC2C(CCC3(C2CCC3(C(=O)C)OC(=O)C)C)C4(C1=CC(=O)CC4)C. Drug 2: C1CN(CCN1C(=O)CCBr)C(=O)CCBr. Cell line: HCC-2998. Synergy scores: CSS=6.88, Synergy_ZIP=1.00, Synergy_Bliss=-4.35, Synergy_Loewe=-14.5, Synergy_HSA=-5.09.